Dataset: Full USPTO retrosynthesis dataset with 1.9M reactions from patents (1976-2016). Task: Predict the reactants needed to synthesize the given product. Given the product [CH3:42][C:5]([O:7][C:8]1[CH:13]=[CH:12][C:11]([CH2:14][N:15]([C:25]2[S:29][C:28]([C:30]3[CH:31]=[CH:32][C:33]([C:36]([F:38])([F:39])[F:37])=[CH:34][CH:35]=3)=[N:27][C:26]=2[CH3:40])[CH2:16][C:17]2[CH:22]=[CH:21][CH:20]=[C:19]([O:23][CH3:24])[CH:18]=2)=[CH:10][C:9]=1[CH3:41])([CH3:6])[C:4]([OH:43])=[O:3], predict the reactants needed to synthesize it. The reactants are: C([O:3][C:4](=[O:43])[C:5]([CH3:42])([O:7][C:8]1[CH:13]=[CH:12][C:11]([CH2:14][N:15]([C:25]2[S:29][C:28]([C:30]3[CH:35]=[CH:34][C:33]([C:36]([F:39])([F:38])[F:37])=[CH:32][CH:31]=3)=[N:27][C:26]=2[CH3:40])[CH2:16][C:17]2[CH:22]=[CH:21][CH:20]=[C:19]([O:23][CH3:24])[CH:18]=2)=[CH:10][C:9]=1[CH3:41])[CH3:6])C.[OH-].[Na+].